From a dataset of Forward reaction prediction with 1.9M reactions from USPTO patents (1976-2016). Predict the product of the given reaction. (1) Given the reactants [CH3:1][O:2][C:3]1[CH:8]=[CH:7][C:6]([C:9]([C:34]2[CH:39]=[CH:38][C:37]([O:40][CH3:41])=[CH:36][CH:35]=2)([C:28]2[CH:33]=[CH:32][CH:31]=[CH:30][CH:29]=2)[O:10][CH2:11][C@@H:12]([CH2:16][N:17]2[CH:22]=[CH:21][C:20]([NH:23][C:24](=[O:26])[CH3:25])=[N:19][C:18]2=[O:27])[C@H:13]([OH:15])[CH3:14])=[CH:5][CH:4]=1.N1[C-]=NN=N1.C([NH2+]C(C)C)(C)C.[CH:54]([N:57]([CH:71]([CH3:73])[CH3:72])[P:58](N(C(C)C)C(C)C)[O:59][CH2:60][CH2:61][C:62]#[N:63])([CH3:56])[CH3:55], predict the reaction product. The product is: [CH:71]([N:57]([CH:54]([CH3:56])[CH3:55])[P:58]([O:59][CH2:60][CH2:61][C:62]#[N:63])[O:15][C@H:13]([CH3:14])[C@H:12]([CH2:16][N:17]1[CH:22]=[CH:21][C:20]([NH:23][C:24](=[O:26])[CH3:25])=[N:19][C:18]1=[O:27])[CH2:11][O:10][C:9]([C:6]1[CH:5]=[CH:4][C:3]([O:2][CH3:1])=[CH:8][CH:7]=1)([C:34]1[CH:39]=[CH:38][C:37]([O:40][CH3:41])=[CH:36][CH:35]=1)[C:28]1[CH:33]=[CH:32][CH:31]=[CH:30][CH:29]=1)([CH3:73])[CH3:72]. (2) Given the reactants [OH-].[K+].[Br:3][C:4]1[CH:9]=[C:8]([C:10](=O)[C:11]([CH3:14])([CH3:13])[CH3:12])[CH:7]=[CH:6][C:5]=1[CH2:16][CH:17]([CH3:21])[C:18]([OH:20])=[O:19].O.NN, predict the reaction product. The product is: [Br:3][C:4]1[CH:9]=[C:8]([CH2:10][C:11]([CH3:13])([CH3:14])[CH3:12])[CH:7]=[CH:6][C:5]=1[CH2:16][CH:17]([CH3:21])[C:18]([OH:20])=[O:19].